Dataset: Forward reaction prediction with 1.9M reactions from USPTO patents (1976-2016). Task: Predict the product of the given reaction. (1) The product is: [CH2:11]([C:9]1[N:8]([C@@H:13]2[C:21]3[C:16](=[CH:17][C:18]([C:22]4[CH:27]=[CH:26][CH:25]=[CH:24][C:23]=4[C:28]4[N:32]([C:33]([C:40]5[CH:41]=[CH:42][CH:43]=[CH:44][CH:45]=5)([C:46]5[CH:47]=[CH:48][CH:49]=[CH:50][CH:51]=5)[C:34]5[CH:39]=[CH:38][CH:37]=[CH:36][CH:35]=5)[N:31]=[N:30][N:29]=4)=[CH:19][CH:20]=3)[CH2:15][CH2:14]2)[C:6]2=[N:7][C:2]([C:56]#[C:55][C@@H:54]([OH:57])[CH3:53])=[CH:3][C:4]([CH3:52])=[C:5]2[N:10]=1)[CH3:12]. Given the reactants Br[C:2]1[N:7]=[C:6]2[N:8]([C@@H:13]3[C:21]4[C:16](=[CH:17][C:18]([C:22]5[CH:27]=[CH:26][CH:25]=[CH:24][C:23]=5[C:28]5[N:32]([C:33]([C:46]6[CH:51]=[CH:50][CH:49]=[CH:48][CH:47]=6)([C:40]6[CH:45]=[CH:44][CH:43]=[CH:42][CH:41]=6)[C:34]6[CH:39]=[CH:38][CH:37]=[CH:36][CH:35]=6)[N:31]=[N:30][N:29]=5)=[CH:19][CH:20]=4)[CH2:15][CH2:14]3)[C:9]([CH2:11][CH3:12])=[N:10][C:5]2=[C:4]([CH3:52])[CH:3]=1.[CH3:53][C@H:54]([OH:57])[C:55]#[CH:56].CCN(CC)CC, predict the reaction product. (2) Given the reactants Br[C:2]1[CH:3]=[CH:4][C:5]([O:28][CH3:29])=[C:6]([N:8]2[C:17]3[C:12](=[CH:13][C:14]([S:18]([NH:21][C:22]4[CH:26]=[CH:25][O:24][N:23]=4)(=[O:20])=[O:19])=[CH:15][CH:16]=3)[CH:11]=[CH:10][C:9]2=[O:27])[CH:7]=1.[F:30][C:31]([F:42])([F:41])[C:32]1[CH:33]=[C:34](B(O)O)[CH:35]=[CH:36][CH:37]=1.C(=O)([O-])[O-].[K+].[K+], predict the reaction product. The product is: [O:24]1[CH:25]=[CH:26][C:22]([NH:21][S:18]([C:14]2[CH:13]=[C:12]3[C:17](=[CH:16][CH:15]=2)[N:8]([C:6]2[CH:7]=[C:2]([C:36]4[CH:35]=[CH:34][CH:33]=[C:32]([C:31]([F:42])([F:41])[F:30])[CH:37]=4)[CH:3]=[CH:4][C:5]=2[O:28][CH3:29])[C:9](=[O:27])[CH:10]=[CH:11]3)(=[O:20])=[O:19])=[N:23]1. (3) Given the reactants C(=O)([O-])[O-].[Cs+].[Cs+].[CH2:7]([C:10]1[S:11][C:12]2[C:21]3[CH:20]=[CH:19][C:18]([OH:22])=[CH:17][C:16]=3[N:15]=[CH:14][C:13]=2[N:23]=1)[CH2:8][CH3:9].I[CH2:25][CH2:26][CH2:27][CH2:28][CH2:29][CH2:30][NH:31][C:32](=[O:38])[O:33][C:34]([CH3:37])([CH3:36])[CH3:35], predict the reaction product. The product is: [CH2:7]([C:10]1[S:11][C:12]2[C:21]3[CH:20]=[CH:19][C:18]([O:22][CH2:25][CH2:26][CH2:27][CH2:28][CH2:29][CH2:30][NH:31][C:32](=[O:38])[O:33][C:34]([CH3:37])([CH3:36])[CH3:35])=[CH:17][C:16]=3[N:15]=[CH:14][C:13]=2[N:23]=1)[CH2:8][CH3:9]. (4) Given the reactants Br[C:2]1[N:3]=[C:4]2[C:10]([C:11]([NH:13][C:14]([CH3:18])([CH3:17])[CH2:15][OH:16])=[O:12])=[CH:9][N:8]([CH2:19][O:20][CH2:21][CH2:22][Si:23]([CH3:26])([CH3:25])[CH3:24])[C:5]2=[N:6][CH:7]=1.Cl.[CH3:28][N:29]1[CH:33]=[C:32]([NH2:34])[CH:31]=[N:30]1.C1C=CC(P(C2C(C3C(P(C4C=CC=CC=4)C4C=CC=CC=4)=CC=C4C=3C=CC=C4)=C3C(C=CC=C3)=CC=2)C2C=CC=CC=2)=CC=1.CC(C)([O-])C.[Na+], predict the reaction product. The product is: [OH:16][CH2:15][C:14]([NH:13][C:11]([C:10]1[C:4]2[C:5](=[N:6][CH:7]=[C:2]([NH:34][C:32]3[CH:31]=[N:30][N:29]([CH3:28])[CH:33]=3)[N:3]=2)[N:8]([CH2:19][O:20][CH2:21][CH2:22][Si:23]([CH3:26])([CH3:25])[CH3:24])[CH:9]=1)=[O:12])([CH3:18])[CH3:17]. (5) Given the reactants [CH2:1]([NH2:4])[CH2:2][NH2:3].C[Al](C)C.O.[C:10]1([CH3:16])[CH:15]=[CH:14][CH:13]=[CH:12][CH:11]=1, predict the reaction product. The product is: [CH2:11]1[C:10]2([C:16]3[NH:3][CH2:2][CH2:1][N:4]=3)[CH2:15][C:14]3[CH:15]=[CH:10][CH:11]=[CH:12][C:13]=3[CH:12]12. (6) Given the reactants [NH2:1][C:2](=[O:37])[CH:3]([OH:36])[CH:4]([NH:12][C:13]([C:15]1[C:16]([N:21]2[CH:25]=[C:24]3[CH2:26][N:27]([C:29]([O:31][C:32]([CH3:35])([CH3:34])[CH3:33])=[O:30])[CH2:28][C:23]3=[N:22]2)=[N:17][CH:18]=[CH:19][CH:20]=1)=[O:14])[CH2:5][C:6]1[CH:11]=[CH:10][CH:9]=[CH:8][CH:7]=1, predict the reaction product. The product is: [NH2:1][C:2](=[O:37])[C:3](=[O:36])[CH:4]([NH:12][C:13]([C:15]1[C:16]([N:21]2[CH:25]=[C:24]3[CH2:26][N:27]([C:29]([O:31][C:32]([CH3:33])([CH3:35])[CH3:34])=[O:30])[CH2:28][C:23]3=[N:22]2)=[N:17][CH:18]=[CH:19][CH:20]=1)=[O:14])[CH2:5][C:6]1[CH:11]=[CH:10][CH:9]=[CH:8][CH:7]=1.